Dataset: Forward reaction prediction with 1.9M reactions from USPTO patents (1976-2016). Task: Predict the product of the given reaction. (1) Given the reactants [CH3:1][N:2]1[CH2:19][CH2:18][C:5]2[N:6]([CH2:14][C:15]([OH:17])=O)[C:7]3[CH:8]=[CH:9][C:10]([CH3:13])=[CH:11][C:12]=3[C:4]=2[CH2:3]1.CCN=C=NCCCN(C)C.[CH2:31]([NH2:38])[C:32]1[CH:37]=[CH:36][CH:35]=[CH:34][CH:33]=1, predict the reaction product. The product is: [CH2:31]([NH:38][C:15](=[O:17])[CH2:14][N:6]1[C:7]2[CH:8]=[CH:9][C:10]([CH3:13])=[CH:11][C:12]=2[C:4]2[CH2:3][N:2]([CH3:1])[CH2:19][CH2:18][C:5]1=2)[C:32]1[CH:37]=[CH:36][CH:35]=[CH:34][CH:33]=1. (2) Given the reactants C([O:3][C:4]([C:6]1[CH:19]=[C:18]2[C:9]([O:10][CH2:11][CH2:12][N:13]3[C:17]2=[N:16][C:15]([C:20]2[N:24]([CH:25]([CH3:27])[CH3:26])[N:23]=[C:22]([CH3:28])[N:21]=2)=[CH:14]3)=[CH:8][C:7]=1[O:29][CH3:30])=[CH2:5])C.CC1C=CC(S(O)(=O)=O)=CC=1, predict the reaction product. The product is: [CH3:30][O:29][C:7]1[CH:8]=[C:9]2[C:18](=[CH:19][C:6]=1[C:4](=[O:3])[CH3:5])[C:17]1[N:13]([CH:14]=[C:15]([C:20]3[N:24]([CH:25]([CH3:26])[CH3:27])[N:23]=[C:22]([CH3:28])[N:21]=3)[N:16]=1)[CH2:12][CH2:11][O:10]2. (3) Given the reactants C([Li])CCC.[O:6]1[C:10]2[CH:11]=[CH:12][CH:13]=[CH:14][C:9]=2[N:8]=[CH:7]1.Br[C:16]1[C:25]2[C:20](=[CH:21][C:22]([O:28][CH3:29])=[C:23]([O:26][CH3:27])[CH:24]=2)[N:19]=[N:18][CH:17]=1, predict the reaction product. The product is: [O:6]1[C:10]2[CH:11]=[CH:12][CH:13]=[CH:14][C:9]=2[N:8]=[C:7]1[C:16]1[C:25]2[C:20](=[CH:21][C:22]([O:28][CH3:29])=[C:23]([O:26][CH3:27])[CH:24]=2)[N:19]=[N:18][CH:17]=1.